From a dataset of Forward reaction prediction with 1.9M reactions from USPTO patents (1976-2016). Predict the product of the given reaction. (1) Given the reactants [OH-].[K+].[CH3:3][O:4][C:5]1[CH:6]=[CH:7][C:8]2[N:9]([N:11]=[C:12]([C:25]3[CH:30]=[CH:29][C:28]([O:31][C:32]([F:35])([F:34])[F:33])=[CH:27][CH:26]=3)[C:13]=2[CH2:14][C:15]2[N:20]=[C:19]([C:21]([O:23]C)=[O:22])[CH:18]=[CH:17][CH:16]=2)[CH:10]=1.Cl, predict the reaction product. The product is: [CH3:3][O:4][C:5]1[CH:6]=[CH:7][C:8]2[N:9]([N:11]=[C:12]([C:25]3[CH:30]=[CH:29][C:28]([O:31][C:32]([F:34])([F:35])[F:33])=[CH:27][CH:26]=3)[C:13]=2[CH2:14][C:15]2[N:20]=[C:19]([C:21]([OH:23])=[O:22])[CH:18]=[CH:17][CH:16]=2)[CH:10]=1. (2) Given the reactants [N:1]1([C:5]2([C:23]#N)[CH2:10][CH2:9][CH:8]([CH2:11][O:12][CH2:13][C:14]#[C:15][Si:16]([CH2:21][CH3:22])([CH2:19][CH3:20])[CH2:17][CH3:18])[CH2:7][CH2:6]2)[CH2:4][CH2:3][CH2:2]1.[C:25]1([Mg]Cl)[CH:30]=[CH:29]C=[CH:27][CH:26]=1.[Cl-].[NH4+].O, predict the reaction product. The product is: [C:23]1([C:5]2([N:1]3[CH2:4][CH2:3][CH2:2]3)[CH2:10][CH2:9][CH:8]([CH2:11][O:12][CH2:13][C:14]#[C:15][Si:16]([CH2:21][CH3:22])([CH2:19][CH3:20])[CH2:17][CH3:18])[CH2:7][CH2:6]2)[CH:29]=[CH:30][CH:25]=[CH:26][CH:27]=1. (3) Given the reactants [C:1]([O:5][C:6]1[CH:11]=[CH:10][C:9]([CH2:12][C@H:13]([NH:37]C(=O)OCC2C3C=CC=CC=3C3C2=CC=CC=3)[C:14]([N:16]([C@@H:28]([CH3:36])[CH:29]([O:33][CH2:34][CH3:35])[O:30][CH2:31][CH3:32])[CH2:17][C:18]2[CH:19]=[CH:20][CH:21]=[C:22]3[C:27]=2[N:26]=[CH:25][CH:24]=[CH:23]3)=[O:15])=[CH:8][CH:7]=1)([CH3:4])([CH3:3])[CH3:2].N1CCCCC1, predict the reaction product. The product is: [NH2:37][C@@H:13]([CH2:12][C:9]1[CH:10]=[CH:11][C:6]([O:5][C:1]([CH3:4])([CH3:3])[CH3:2])=[CH:7][CH:8]=1)[C:14]([N:16]([C@@H:28]([CH3:36])[CH:29]([O:30][CH2:31][CH3:32])[O:33][CH2:34][CH3:35])[CH2:17][C:18]1[CH:19]=[CH:20][CH:21]=[C:22]2[C:27]=1[N:26]=[CH:25][CH:24]=[CH:23]2)=[O:15]. (4) Given the reactants [Cl:1][C:2]1[CH:3]=[C:4]([C:9]2([C:22]([F:25])([F:24])[F:23])[O:13][N:12]=[C:11]([C:14]3[CH:19]=[CH:18][C:17]([CH2:20][OH:21])=[CH:16][CH:15]=3)[CH2:10]2)[CH:5]=[C:6]([Cl:8])[CH:7]=1, predict the reaction product. The product is: [Cl:1][C:2]1[CH:3]=[C:4]([C:9]2([C:22]([F:24])([F:23])[F:25])[O:13][N:12]=[C:11]([C:14]3[CH:15]=[CH:16][C:17]([CH:20]=[O:21])=[CH:18][CH:19]=3)[CH2:10]2)[CH:5]=[C:6]([Cl:8])[CH:7]=1. (5) The product is: [CH3:30][C:26]1([CH3:31])[CH2:25][CH2:24][C:23]([CH3:32])([CH3:33])[C:22]2[CH:21]=[C:20]([C:18]([NH:17][C:14]3[CH:15]=[CH:16][C:11]([C:5]([F:7])([F:6])[C:4]([O:3][CH2:1][CH3:2])=[O:9])=[CH:12][CH:13]=3)=[O:19])[CH:29]=[CH:28][C:27]1=2. Given the reactants [CH2:1]([O:3][C:4](=[O:9])[C:5](Br)([F:7])[F:6])[CH3:2].I[C:11]1[CH:16]=[CH:15][C:14]([NH:17][C:18]([C:20]2[CH:29]=[CH:28][C:27]3[C:26]([CH3:31])([CH3:30])[CH2:25][CH2:24][C:23]([CH3:33])([CH3:32])[C:22]=3[CH:21]=2)=[O:19])=[CH:13][CH:12]=1, predict the reaction product. (6) Given the reactants Cl[C:2]1[C:11]2[C:6](=[CH:7][C:8]([O:12][CH3:13])=[CH:9][CH:10]=2)[CH:5]=[C:4]([NH:14][C:15]2[CH:19]=[CH:18][NH:17][N:16]=2)[N:3]=1.[C:20]([C:23]1[CH:24]=[C:25](B(O)O)[CH:26]=[CH:27][CH:28]=1)(=[O:22])[CH3:21], predict the reaction product. The product is: [CH3:13][O:12][C:8]1[CH:7]=[C:6]2[C:11](=[CH:10][CH:9]=1)[C:2]([C:27]1[CH:28]=[C:23]([C:20](=[O:22])[CH3:21])[CH:24]=[CH:25][CH:26]=1)=[N:3][C:4]([NH:14][C:15]1[CH:19]=[CH:18][NH:17][N:16]=1)=[CH:5]2. (7) Given the reactants Cl.[C:2]1([CH3:10])[CH:7]=[CH:6][C:5]([NH:8][NH2:9])=[CH:4][CH:3]=1.[CH:11]1([CH2:17][CH2:18]Br)[CH2:16][CH2:15][CH2:14][CH2:13][CH2:12]1.O, predict the reaction product. The product is: [CH:11]1([CH2:17][CH2:18][N:8]([C:5]2[CH:6]=[CH:7][C:2]([CH3:10])=[CH:3][CH:4]=2)[NH2:9])[CH2:16][CH2:15][CH2:14][CH2:13][CH2:12]1.